From a dataset of NCI-60 drug combinations with 297,098 pairs across 59 cell lines. Regression. Given two drug SMILES strings and cell line genomic features, predict the synergy score measuring deviation from expected non-interaction effect. Drug 1: CCC1=CC2CC(C3=C(CN(C2)C1)C4=CC=CC=C4N3)(C5=C(C=C6C(=C5)C78CCN9C7C(C=CC9)(C(C(C8N6C)(C(=O)OC)O)OC(=O)C)CC)OC)C(=O)OC.C(C(C(=O)O)O)(C(=O)O)O. Drug 2: CN1C(=O)N2C=NC(=C2N=N1)C(=O)N. Cell line: HOP-92. Synergy scores: CSS=33.6, Synergy_ZIP=-8.81, Synergy_Bliss=-3.04, Synergy_Loewe=-23.1, Synergy_HSA=-0.166.